Dataset: Full USPTO retrosynthesis dataset with 1.9M reactions from patents (1976-2016). Task: Predict the reactants needed to synthesize the given product. (1) The reactants are: Cl.[F:2][C@H:3]1[C@H:7]([CH3:8])[NH:6][C@H:5]([C:9]([NH:11][CH2:12][C:13]2[C:18]([C:19]([F:22])([F:21])[F:20])=[CH:17][N:16]=[C:15]([C:23]3[CH:24]=[N:25][C:26]([C:29]([F:32])([F:31])[F:30])=[N:27][CH:28]=3)[CH:14]=2)=[O:10])[CH2:4]1.[F:33][C:34]1[CH:39]=[CH:38][C:37]([S:40](Cl)(=[O:42])=[O:41])=[CH:36][CH:35]=1. Given the product [F:2][C@H:3]1[C@H:7]([CH3:8])[N:6]([S:40]([C:37]2[CH:38]=[CH:39][C:34]([F:33])=[CH:35][CH:36]=2)(=[O:42])=[O:41])[C@H:5]([C:9]([NH:11][CH2:12][C:13]2[C:18]([C:19]([F:20])([F:21])[F:22])=[CH:17][N:16]=[C:15]([C:23]3[CH:28]=[N:27][C:26]([C:29]([F:32])([F:31])[F:30])=[N:25][CH:24]=3)[CH:14]=2)=[O:10])[CH2:4]1, predict the reactants needed to synthesize it. (2) Given the product [NH2:12][C@@H:34]1[CH2:43][CH2:48][C@@H:47]([CH2:46][OH:60])[O:42][CH2:35]1, predict the reactants needed to synthesize it. The reactants are: ClC1N=C2NC(=O)C3([C@@H](C4C=CC=C(Cl)C=4F)[C@H](C(N[C@H]4CC[C@H](CO)CC4)=O)[N:12]([C@H:34]([C:43]4[CH:48]=[CH:47][CH:46]=CC=4)[C@@H:35]([OH:42])C4C=CC=CC=4)C43CCC(C)(C)CC4)C2=CC=1.[H][H].C[OH:60]. (3) Given the product [C:19]([O:23][C:24]([N:26]1[CH2:31][CH2:30][N:29]([C:6]2[N:5]([CH2:1][C:2]#[C:3][CH3:4])[C:13]3[C:12](=[O:14])[N:11]([CH3:15])[C:10](=[O:16])[N:9]([CH3:17])[C:8]=3[N:7]=2)[CH2:28][CH2:27]1)=[O:25])([CH3:22])([CH3:20])[CH3:21], predict the reactants needed to synthesize it. The reactants are: [CH2:1]([N:5]1[C:13]2[C:12](=[O:14])[N:11]([CH3:15])[C:10](=[O:16])[N:9]([CH3:17])[C:8]=2[N:7]=[C:6]1Cl)[C:2]#[C:3][CH3:4].[C:19]([O:23][C:24]([N:26]1[CH2:31][CH2:30][NH:29][CH2:28][CH2:27]1)=[O:25])([CH3:22])([CH3:21])[CH3:20]. (4) The reactants are: C(OC(=O)[NH:7][C:8]1[CH:13]=[C:12]([N:14]([CH2:17][CH3:18])[CH2:15][CH3:16])[C:11]([C:19]#[N:20])=[CH:10][C:9]=1[NH:21][C:22](=[O:38])[CH2:23][C:24]([C:26]1[CH:31]=[CH:30][CH:29]=[C:28]([C:32]2[O:36][N:35]=[C:34]([CH3:37])[CH:33]=2)[CH:27]=1)=O)(C)(C)C.C(O)(C(F)(F)F)=O. Given the product [CH2:15]([N:14]([CH2:17][CH3:18])[C:12]1[C:11]([C:19]#[N:20])=[CH:10][C:9]2[NH:21][C:22](=[O:38])[CH2:23][C:24]([C:26]3[CH:31]=[CH:30][CH:29]=[C:28]([C:32]4[O:36][N:35]=[C:34]([CH3:37])[CH:33]=4)[CH:27]=3)=[N:7][C:8]=2[CH:13]=1)[CH3:16], predict the reactants needed to synthesize it.